Dataset: Reaction yield outcomes from USPTO patents with 853,638 reactions. Task: Predict the reaction yield, written as a fraction of the theoretical maximum amount of product (1.0 means a 100% yield; for example, 0.34 means a 34% yield). (1) The reactants are [NH:1]1[CH2:5][CH2:4][CH2:3][CH2:2]1.F[C:7]1[CH:8]=[C:9]([CH:13]=[CH:14][C:15]=1[N+:16]([O-:18])=[O:17])[C:10]([NH2:12])=[O:11].C(=O)([O-])[O-].[K+].[K+]. The catalyst is C(#N)C. The product is [N+:16]([C:15]1[CH:7]=[CH:8][C:9]([C:10]([NH2:12])=[O:11])=[CH:13][C:14]=1[N:1]1[CH2:5][CH2:4][CH2:3][CH2:2]1)([O-:18])=[O:17]. The yield is 0.810. (2) The catalyst is O.C1COCC1.CCOCC.CCCCCC. The reactants are [C:1]([O:5][C:6](=[O:30])[CH2:7][C@@H:8]([C:15](N1[C@H](C)[C@H](C2C=CC=CC=2)OC1=O)=[O:16])[CH2:9][C@H:10]([CH3:14])[CH2:11][CH2:12][CH3:13])([CH3:4])([CH3:3])[CH3:2].[Li+].[OH-].OO.S(=O)(O)[O-:36].[Na+].S([O-])([O-])=O.[Na+].[Na+]. The product is [C:1]([O:5][C:6](=[O:30])[CH2:7][C@H:8]([CH2:9][C@H:10]([CH3:14])[CH2:11][CH2:12][CH3:13])[C:15]([OH:16])=[O:36])([CH3:2])([CH3:3])[CH3:4]. The yield is 0.930. (3) The reactants are [CH2:1]([N:8]1[C:21](=[O:22])[C@H:20](CC(O)=O)[CH2:19][C:18]2[CH:17]=[CH:16][C:15]3[NH:14][N:13]=[CH:12][C:11]=3[C:10]=2[CH2:9]1)[C:2]1[CH:7]=[CH:6][CH:5]=[CH:4][CH:3]=1.[NH:27]1[CH2:32][CH2:31][CH:30]([CH:33]2[CH2:42][C:41]3[C:36](=[CH:37][CH:38]=[CH:39][CH:40]=3)[NH:35][C:34]2=[O:43])[CH2:29][CH2:28]1.ClC1C2NN=CC=2C2CN(CC(C)(C)C)C(=O)[C@H](CC(=O)N3CCC([N:67]4CC5C(=CC=CC=5)N[C:68]4=[O:77])CC3)CC=2C=1. No catalyst specified. The product is [CH2:1]([N:8]1[C:21](=[O:22])[C@H:20]([NH:67][C:68]([N:27]2[CH2:28][CH2:29][CH:30]([CH:33]3[CH2:42][C:41]4[C:36](=[CH:37][CH:38]=[CH:39][CH:40]=4)[NH:35][C:34]3=[O:43])[CH2:31][CH2:32]2)=[O:77])[CH2:19][C:18]2[CH:17]=[CH:16][C:15]3[NH:14][N:13]=[CH:12][C:11]=3[C:10]=2[CH2:9]1)[C:2]1[CH:7]=[CH:6][CH:5]=[CH:4][CH:3]=1. The yield is 0.330. (4) The reactants are [ClH:1].[CH:2]1([C:5](=[O:33])[CH:6]([N:14]2[CH2:19][CH2:18][CH:17]([SH:20])/[C:16](=[CH:21]/[C:22]3[N:23]([CH2:27][C:28]([O:30]CC)=[O:29])[CH:24]=[CH:25][N:26]=3)/[CH2:15]2)[C:7]2[CH:12]=[CH:11][CH:10]=[CH:9][C:8]=2[F:13])[CH2:4][CH2:3]1.Cl. No catalyst specified. The product is [ClH:1].[C:28]([CH2:27][N:23]1[CH:24]=[CH:25][N:26]=[C:22]1/[CH:21]=[C:16]1\[CH2:15][N:14]([CH:6]([C:7]2[CH:12]=[CH:11][CH:10]=[CH:9][C:8]=2[F:13])[C:5]([CH:2]2[CH2:3][CH2:4]2)=[O:33])[CH2:19][CH2:18][CH:17]\1[SH:20])([OH:30])=[O:29]. The yield is 1.00. (5) The catalyst is O1CCOCC1.CCOC(C)=O.O.C1C=CC(/C=C/C(/C=C/C2C=CC=CC=2)=O)=CC=1.C1C=CC(/C=C/C(/C=C/C2C=CC=CC=2)=O)=CC=1.C1C=CC(/C=C/C(/C=C/C2C=CC=CC=2)=O)=CC=1.[Pd].[Pd]. The product is [C:54]([C:58]1[N:59]=[CH:60][N:61]=[C:62]([NH:53][C:51]([NH:50][CH3:49])=[O:52])[CH:63]=1)([CH3:57])([CH3:56])[CH3:55]. The reactants are C1(P(C2C=CC=CC=2)C2C3OC4C(=CC=CC=4P(C4C=CC=CC=4)C4C=CC=CC=4)C(C)(C)C=3C=CC=2)C=CC=CC=1.C(=O)([O-])[O-].[K+].[K+].[CH3:49][NH:50][C:51]([NH2:53])=[O:52].[C:54]([C:58]1[CH:63]=[C:62](Cl)[N:61]=[CH:60][N:59]=1)([CH3:57])([CH3:56])[CH3:55]. The yield is 0.360. (6) The reactants are [CH2:1]([O:3][C:4]([C:6]1[CH:10]=[C:9]([CH3:11])[N:8]([C:12]2[CH:20]=[CH:19][C:18]([N+:21]([O-:23])=[O:22])=[CH:17][C:13]=2[C:14]([OH:16])=O)[N:7]=1)=[O:5])[CH3:2].[CH2:24]1[C:33]2[C:28](=[CH:29][CH:30]=[CH:31][CH:32]=2)[CH2:27][C@@H:26]([CH2:34][OH:35])[NH:25]1.CCN=C=NCCCN(C)C.Cl.C1C=CC2N(O)N=NC=2C=1. The catalyst is CN(C=O)C.O. The product is [OH:35][CH2:34][C@@H:26]1[CH2:27][C:28]2[C:33](=[CH:32][CH:31]=[CH:30][CH:29]=2)[CH2:24][N:25]1[C:14]([C:13]1[CH:17]=[C:18]([N+:21]([O-:23])=[O:22])[CH:19]=[CH:20][C:12]=1[N:8]1[C:9]([CH3:11])=[CH:10][C:6]([C:4]([O:3][CH2:1][CH3:2])=[O:5])=[N:7]1)=[O:16]. The yield is 0.490. (7) The reactants are Cl.CCO.[CH2:5]([O:12][N:13]=[CH2:14])[C:6]1[CH:11]=[CH:10][CH:9]=[CH:8][CH:7]=1. The catalyst is CCO. The product is [CH2:5]([O:12][NH:13][CH3:14])[C:6]1[CH:11]=[CH:10][CH:9]=[CH:8][CH:7]=1. The yield is 0.440. (8) The reactants are [CH2:1]([N:8]([CH2:12][C:13]1[CH:18]=[CH:17][CH:16]=[CH:15][CH:14]=1)[CH2:9][CH2:10][OH:11])[C:2]1[CH:7]=[CH:6][CH:5]=[CH:4][CH:3]=1.[H-].[Na+].[Br:21][C:22]1[CH:27]=[CH:26][C:25]([N+:28]([O-])=O)=[C:24](F)[CH:23]=1. The catalyst is C1COCC1. The product is [Br:21][C:22]1[CH:27]=[CH:26][C:25]([NH2:28])=[C:24]([O:11][CH2:10][CH2:9][N:8]([CH2:1][C:2]2[CH:3]=[CH:4][CH:5]=[CH:6][CH:7]=2)[CH2:12][C:13]2[CH:18]=[CH:17][CH:16]=[CH:15][CH:14]=2)[CH:23]=1. The yield is 0.410.